This data is from Catalyst prediction with 721,799 reactions and 888 catalyst types from USPTO. The task is: Predict which catalyst facilitates the given reaction. (1) Reactant: [C:1]1([CH:7]([C:27]2[CH:32]=[CH:31][CH:30]=[CH:29][CH:28]=2)[N:8]2[C:16]3[C:11](=[CH:12][CH:13]=[CH:14][CH:15]=3)[C:10]3([C:20]4[CH:21]=[CH:22][C:23]([OH:25])=[CH:24][C:19]=4[O:18][CH2:17]3)[C:9]2=[O:26])[CH:6]=[CH:5][CH:4]=[CH:3][CH:2]=1.C(=O)([O-])[O-].[K+].[K+].[CH3:39][O:40][CH2:41][CH2:42]Br.O. Product: [C:27]1([CH:7]([C:1]2[CH:2]=[CH:3][CH:4]=[CH:5][CH:6]=2)[N:8]2[C:16]3[C:11](=[CH:12][CH:13]=[CH:14][CH:15]=3)[C:10]3([C:20]4[CH:21]=[CH:22][C:23]([O:25][CH2:42][CH2:41][O:40][CH3:39])=[CH:24][C:19]=4[O:18][CH2:17]3)[C:9]2=[O:26])[CH:32]=[CH:31][CH:30]=[CH:29][CH:28]=1. The catalyst class is: 9. (2) Reactant: [N:1]12[CH2:8][CH2:7][CH:4]([CH2:5][CH2:6]1)[CH:3]([O:9][C:10](=[O:23])[NH:11][C:12]([C:15]1[CH:20]=[C:19](Br)[CH:18]=[CH:17][C:16]=1[F:22])([CH3:14])[CH3:13])[CH2:2]2.[CH:24]1(B(O)O)[CH2:26][CH2:25]1. Product: [N:1]12[CH2:8][CH2:7][CH:4]([CH2:5][CH2:6]1)[CH:3]([O:9][C:10](=[O:23])[NH:11][C:12]([C:15]1[CH:20]=[C:19]([CH:24]3[CH2:26][CH2:25]3)[CH:18]=[CH:17][C:16]=1[F:22])([CH3:14])[CH3:13])[CH2:2]2. The catalyst class is: 167.